This data is from Reaction yield outcomes from USPTO patents with 853,638 reactions. The task is: Predict the reaction yield, written as a fraction of the theoretical maximum amount of product (1.0 means a 100% yield; for example, 0.34 means a 34% yield). (1) The reactants are [Br:1][C:2]1[C:3]([C:8]([F:11])([F:10])[F:9])=[N:4][NH:5][C:6]=1[CH3:7].O.C1(C)C=CC(S(O)(=O)=O)=CC=1.[O:24]1[CH:29]=[CH:28][CH2:27][CH2:26][CH2:25]1. The catalyst is C(Cl)(Cl)Cl. The product is [Br:1][C:2]1[C:3]([C:8]([F:9])([F:11])[F:10])=[N:4][N:5]([CH:25]2[CH2:26][CH2:27][CH2:28][CH2:29][O:24]2)[C:6]=1[CH3:7]. The yield is 0.860. (2) The reactants are [Cl-].O[NH3+:3].[C:4](=[O:7])([O-])[OH:5].[Na+].CS(C)=O.[O:13]=[C:14]1[C:19]([CH2:20][C:21]2[CH:26]=[CH:25][C:24]([C:27]3[C:28]([C:33]#[N:34])=[CH:29][CH:30]=[CH:31][CH:32]=3)=[CH:23][CH:22]=2)=[C:18]([CH2:35][CH2:36][CH3:37])[N:17]2[N:38]=[CH:39][CH:40]=[C:16]2[N:15]1[CH:41]1[CH2:46][CH2:45][O:44][CH2:43][CH2:42]1. The catalyst is C(OCC)(=O)C. The product is [O:7]=[C:4]1[O:5][N:3]=[C:33]([C:28]2[CH:29]=[CH:30][CH:31]=[CH:32][C:27]=2[C:24]2[CH:25]=[CH:26][C:21]([CH2:20][C:19]3[C:14](=[O:13])[N:15]([CH:41]4[CH2:42][CH2:43][O:44][CH2:45][CH2:46]4)[C:16]4[N:17]([N:38]=[CH:39][CH:40]=4)[C:18]=3[CH2:35][CH2:36][CH3:37])=[CH:22][CH:23]=2)[NH:34]1. The yield is 0.520. (3) The reactants are [CH3:1][N:2]([CH3:21])[C:3]1[CH:8]=[CH:7][C:6]([C:9]2[C:17]3[C:12](=[CH:13][CH:14]=[C:15]([C:18]([NH2:20])=O)[CH:16]=3)[NH:11][N:10]=2)=[CH:5][CH:4]=1.COC(OC)[N:25]([CH3:27])C.[NH2:30]N. The catalyst is C(O)(=O)C. The product is [NH:30]1[C:18]([C:15]2[CH:16]=[C:17]3[C:12](=[CH:13][CH:14]=2)[NH:11][N:10]=[C:9]3[C:6]2[CH:7]=[CH:8][C:3]([N:2]([CH3:21])[CH3:1])=[CH:4][CH:5]=2)=[N:20][CH:27]=[N:25]1. The yield is 0.293. (4) The reactants are [CH3:1][C:2]([CH3:10])([CH2:6][C:7]([OH:9])=O)[C:3]([OH:5])=O.[NH2:11][C@@H:12]([CH3:15])[CH2:13][OH:14].[C:16](OC(=O)C)(=[O:18])[CH3:17]. No catalyst specified. The product is [C:16]([O:14][CH2:13][C@@H:12]([N:11]1[C:7](=[O:9])[CH2:6][C:2]([CH3:1])([CH3:10])[C:3]1=[O:5])[CH3:15])(=[O:18])[CH3:17]. The yield is 0.623. (5) The reactants are [C:1]([CH:3]1[CH2:13][C:12]2[C:14]3[C:9]([N:10]([CH2:15][C:16]4[C:21]([CH3:22])=[C:20]([O:23][CH3:24])[C:19]([CH3:25])=[CH:18][N:17]=4)[N:11]=2)=[N:8][C:7]([N:26](C(OC(C)(C)C)=O)C(OC(C)(C)C)=O)=[N:6][C:5]=3[S:4]1)#[N:2].C[O:42]C1C(C)=CN=C(CN2C3C4C(CC(C)SC=4N=C(N)N=3)=N2)C=1C.Cl.C(=O)(O)[O-].[Na+]. The catalyst is O. The product is [NH2:26][C:7]1[N:8]=[C:9]2[C:14]3[C:12]([CH2:13][CH:3]([C:1]([NH2:2])=[O:42])[S:4][C:5]=3[N:6]=1)=[N:11][N:10]2[CH2:15][C:16]1[C:21]([CH3:22])=[C:20]([O:23][CH3:24])[C:19]([CH3:25])=[CH:18][N:17]=1. The yield is 0.910. (6) The reactants are [Cl:1][C:2]1[C:10]2[O:9][CH2:8][O:7][C:6]=2[CH:5]=[C:4]([CH2:11]Cl)[CH:3]=1.[C-:13]#[N:14].[Na+].O. The catalyst is CS(C)=O. The product is [Cl:1][C:2]1[C:10]2[O:9][CH2:8][O:7][C:6]=2[CH:5]=[C:4]([CH2:11][C:13]#[N:14])[CH:3]=1. The yield is 0.580. (7) The reactants are Cl.[O:2]=[C:3]1[NH:12][C:11]2[N:10]=[CH:9][C:8]([CH:13]=[CH:14][C:15]([OH:17])=O)=[CH:7][C:6]=2[CH2:5][CH2:4]1.[CH3:18][NH:19][C@@H:20]([C:22]1[O:23][C:24]2[CH:31]=[CH:30][CH:29]=[CH:28][C:25]=2[C:26]=1[CH3:27])[CH3:21].C(Cl)CCl.C1C=CC2N(O)N=NC=2C=1.CCN(C(C)C)C(C)C. The catalyst is CN(C=O)C.O.CC#N. The product is [CH3:18][N:19]([C@@H:20]([C:22]1[O:23][C:24]2[CH:31]=[CH:30][CH:29]=[CH:28][C:25]=2[C:26]=1[CH3:27])[CH3:21])[C:15](=[O:17])[CH:14]=[CH:13][C:8]1[CH:9]=[N:10][C:11]2[NH:12][C:3](=[O:2])[CH2:4][CH2:5][C:6]=2[CH:7]=1. The yield is 0.130.